From a dataset of Forward reaction prediction with 1.9M reactions from USPTO patents (1976-2016). Predict the product of the given reaction. (1) Given the reactants [CH2:1]([N:5]1[C:9](=[O:10])[C:8]2=[CH:11][CH:12]=[CH:13][CH:14]=[C:7]2[C:6]1=[O:15])[CH2:2][C:3]#[CH:4].O1CCCC1.[CH2:21]([C:28]1[S:29][CH:30]=[C:31](Br)[N:32]=1)[C:22]1[CH:27]=[CH:26][CH:25]=[CH:24][CH:23]=1, predict the reaction product. The product is: [CH2:21]([C:28]1[S:29][CH:30]=[C:31]([C:4]#[C:3][CH2:2][CH2:1][N:5]2[C:9](=[O:10])[C:8]3[C:7](=[CH:14][CH:13]=[CH:12][CH:11]=3)[C:6]2=[O:15])[N:32]=1)[C:22]1[CH:23]=[CH:24][CH:25]=[CH:26][CH:27]=1. (2) Given the reactants Cl[C:2]1[CH:3]=[C:4]([CH:9]=[CH:10][CH:11]=1)[C:5]([O:7]O)=O.C(O[C:20]1([CH3:29])[C:25]([CH3:26])=[N:24][CH:23]=[CH:22][CH:21]1[O:27][CH3:28])C1C=CC=CC=1.[OH2:30], predict the reaction product. The product is: [CH2:5]([O:7][C:22]1[C:21]([O:27][CH3:28])=[C:20]([CH3:29])[C:25]([CH3:26])=[N+:24]([O-:30])[CH:23]=1)[C:4]1[CH:3]=[CH:2][CH:11]=[CH:10][CH:9]=1. (3) Given the reactants [N:1]1[CH:10]=[CH:9][CH:8]=[C:7]2[C:2]=1[C:3]1[CH:14]=[CH:13][CH:12]=[CH:11][C:4]=1[CH:5]=[N:6]2.C[Li].Cl[C:18]1C(=O)C(C#N)=C(C#N)C(=O)C=1Cl, predict the reaction product. The product is: [CH3:18][C:5]1[C:4]2[CH:11]=[CH:12][CH:13]=[CH:14][C:3]=2[C:2]2[C:7](=[CH:8][CH:9]=[CH:10][N:1]=2)[N:6]=1.